From a dataset of Experimentally validated miRNA-target interactions with 360,000+ pairs, plus equal number of negative samples. Binary Classification. Given a miRNA mature sequence and a target amino acid sequence, predict their likelihood of interaction. (1) Result: 0 (no interaction). The protein sequence of the target gene is MATTEDDRLAGSGEGERLDFLRDRHVRFFQRCLQVLPERYSSLETSRLTIAFFALSGLDMLDSLDVVNKDDIIEWIYSLQVLPTEDRSNLSRCGFRGSSYLGIPFNPSKNPGAAHPYDSGHIAMTYTGLSCLIILGDDLGRVDKEACLAGLRALQLEDGSFCAVPEGSENDMRFVYCASCICYMLNNWSGMDMKKAISYIRRSMSYDNGLAQGAGLESHGGSTFCGIASLCLMGKLEEVFSEKELNRIKRWCIMRQQNGYHGRPNKPVDTCYSFWVGATLKLLKIFQYTNFEKNRNYILS.... The miRNA is mmu-miR-362-3p with sequence AACACACCUGUUCAAGGAUUCA. (2) The miRNA is hsa-miR-122-3p with sequence AACGCCAUUAUCACACUAAAUA. The protein sequence of the target gene is MQGPLLLPGLCFLLSLFGAVTQKTKTSCAKCPPNASCVNNTHCTCNHGYTSGSGQKLFTFPLETCNDINECTPPYSVYCGFNAVCYNVEGSFYCQCVPGYRLHSGNEQFSNSNENTCQDTTSSKTTEGRKELQKIVDKFESLLTNQTLWRTEGRQEISSTATTILRDVESKVLETALKDPEQKVLKIQNDSVAIETQAITDNCSEERKTFNLNVQMNSMDIRCSDIIQGDTQGPSAIAFISYSSLGNIINATFFEEMDKKDQVYLNSQVVSAAIGPKRNVSLSKSVTLTFQHVKMTPSTK.... Result: 0 (no interaction). (3) The miRNA is hsa-miR-4440 with sequence UGUCGUGGGGCUUGCUGGCUUG. The protein sequence of the target gene is MAEGEITTFAALTERFNLPLGNYKKPKLLYCSNGGHFLRILPDGTVDGTRDRSDQHIQLQLSAESAGEVYIKGTETGQYLAMDTEGLLYGSQTPNEECLFLERLEENHYNTYTSKKHAEKNWFVGLKKNGSCKRGPRTHYGQKAILFLPLPVSSD. Result: 0 (no interaction). (4) The miRNA is hsa-miR-93-5p with sequence CAAAGUGCUGUUCGUGCAGGUAG. The protein sequence of the target gene is MELLTFRDVTIEFSLEEWEFLNPAQQSLYRKVMLENYRNLVSLGLTVSKPELISRLEQRQEPWNVKRHETIAKPPAMSSHYTEDLLPEQCMQDSFQKVILRRYGSCGLEDLHLRKDGENVGECKDQKEIYNGLNQCLSTLPSKIFPYNKCVKVFSKSSNLNRENIRHTTEKLFKCMQCGKVFKSHSGLSYHKIIHTEEKLCICEECGKTFKWFSYLTKHKRIHTGEKPYKCEECGKAFNWCSSLTKHKRIHTGEKPYKCEECGKAFHWCSPFVRHKKIHTGEKPYTCEDCGRAFNRHSHL.... Result: 1 (interaction).